Dataset: Forward reaction prediction with 1.9M reactions from USPTO patents (1976-2016). Task: Predict the product of the given reaction. (1) Given the reactants [Br:1][C:2]1[C:7]2[C:8]3[NH:9][CH:10]([C:16]4[CH:21]=[CH:20][CH:19]=[CH:18][CH:17]=4)[CH2:11][C:12](=[O:15])[C:13]=3[O:14][C:6]=2[CH:5]=[CH:4][C:3]=1[O:22][CH3:23].O1CCOCC1, predict the reaction product. The product is: [OH:15][C:12]1[CH:11]=[C:10]([C:16]2[CH:21]=[CH:20][CH:19]=[CH:18][CH:17]=2)[N:9]=[C:8]2[C:7]3[C:2]([Br:1])=[C:3]([O:22][CH3:23])[CH:4]=[CH:5][C:6]=3[O:14][C:13]=12. (2) Given the reactants [C:1]([C:4]1[CH:9]=[CH:8][C:7]([S:10][C:11]2[CH:19]=[CH:18][C:17]([Cl:20])=[CH:16][C:12]=2[C:13]([OH:15])=[O:14])=[C:6]([N+:21]([O-])=O)[CH:5]=1)([OH:3])=[O:2].C(=O)([O-])[O-].[K+].[K+].S(S([O-])=O)([O-])=O.[Na+].[Na+], predict the reaction product. The product is: [NH2:21][C:6]1[CH:5]=[C:4]([C:1]([OH:3])=[O:2])[CH:9]=[CH:8][C:7]=1[S:10][C:11]1[CH:19]=[CH:18][C:17]([Cl:20])=[CH:16][C:12]=1[C:13]([OH:15])=[O:14]. (3) Given the reactants Br[C:2]1[CH:6]=[CH:5][S:4][CH:3]=1.[CH3:7][O:8][C:9]1[CH:14]=[CH:13][CH:12]=[CH:11][C:10]=1B(O)O.C(=O)([O-])[O-].[Na+].[Na+], predict the reaction product. The product is: [S:4]1[CH:5]=[CH:6][C:2]([C:10]2[CH:11]=[CH:12][CH:13]=[CH:14][C:9]=2[O:8][CH3:7])=[CH:3]1. (4) Given the reactants Cl[C:2]1[CH:7]=[CH:6][N:5]=[C:4]2[O:8][C:9]([C:19]3[CH:24]=[CH:23][CH:22]=[CH:21][CH:20]=3)=[C:10]([C:11]3[CH:16]=[CH:15][C:14]([CH2:17][CH3:18])=[CH:13][CH:12]=3)[C:3]=12.[OH:25][CH:26]([CH3:38])[CH2:27][CH2:28][CH2:29][CH2:30][C:31]([O:33][C:34]([CH3:37])([CH3:36])[CH3:35])=[O:32].O.Cl, predict the reaction product. The product is: [CH2:17]([C:14]1[CH:15]=[CH:16][C:11]([C:10]2[C:3]3[C:4](=[N:5][CH:6]=[CH:7][C:2]=3[O:25][C@H:26]([CH3:38])[CH2:27][CH2:28][CH2:29][CH2:30][C:31]([O:33][C:34]([CH3:37])([CH3:36])[CH3:35])=[O:32])[O:8][C:9]=2[C:19]2[CH:24]=[CH:23][CH:22]=[CH:21][CH:20]=2)=[CH:12][CH:13]=1)[CH3:18]. (5) Given the reactants [O:1]=[C:2]1[C@H:13]([CH2:14][C:15]([O:17]C(C)(C)C)=O)[CH2:12][CH:11]=[CH:10][CH2:9][CH2:8][C:7](=[O:22])[O:6][C@H:5]([C:23]2[CH:28]=[CH:27][CH:26]=[CH:25][CH:24]=2)[CH2:4][NH:3]1.C([SiH](CC)CC)C.FC(F)(F)C(O)=O.[CH3:43][N:44]1[CH2:49][CH2:48][CH:47]([CH2:50][NH2:51])[CH2:46][CH2:45]1, predict the reaction product. The product is: [O:1]=[C:2]1[C@H:13]([CH2:14][C:15]([NH:51][CH2:50][CH:47]2[CH2:48][CH2:49][N:44]([CH3:43])[CH2:45][CH2:46]2)=[O:17])[CH2:12][CH:11]=[CH:10][CH2:9][CH2:8][C:7](=[O:22])[O:6][C@H:5]([C:23]2[CH:24]=[CH:25][CH:26]=[CH:27][CH:28]=2)[CH2:4][NH:3]1.